From a dataset of Full USPTO retrosynthesis dataset with 1.9M reactions from patents (1976-2016). Predict the reactants needed to synthesize the given product. (1) Given the product [N:41]1([S:47]([CH2:50][CH2:51][CH2:52][O:53][C:54]2[CH:55]=[CH:56][C:57]3[C:58]4[N:59]([CH2:65][CH2:66][N:67]=4)[C:60]([NH:64][C:7]([C:5]4[CH:4]=[N:3][CH:2]=[N:1][CH:6]=4)=[O:9])=[N:61][C:62]=3[CH:63]=2)(=[O:48])=[O:49])[CH2:46][CH2:45][O:44][CH2:43][CH2:42]1, predict the reactants needed to synthesize it. The reactants are: [N:1]1[CH:6]=[C:5]([C:7]([OH:9])=O)[CH:4]=[N:3][CH:2]=1.CN(C(ON1N=NC2C=CC=NC1=2)=[N+](C)C)C.F[P-](F)(F)(F)(F)F.CN1CCOCC1.[N:41]1([S:47]([CH2:50][CH2:51][CH2:52][O:53][C:54]2[CH:55]=[CH:56][C:57]3[C:58]4[N:59]([CH2:65][CH2:66][N:67]=4)[C:60]([NH2:64])=[N:61][C:62]=3[CH:63]=2)(=[O:49])=[O:48])[CH2:46][CH2:45][O:44][CH2:43][CH2:42]1. (2) Given the product [CH3:14][CH:13]([CH3:15])[CH2:12][C:3]1[CH:4]=[C:5]([CH:10]=[CH:11][C:2]=1[O:1][S:26]([C:29]([F:32])([F:31])[F:30])(=[O:28])=[O:27])[C:6]([O:8][CH3:9])=[O:7], predict the reactants needed to synthesize it. The reactants are: [OH:1][C:2]1[CH:11]=[CH:10][C:5]([C:6]([O:8][CH3:9])=[O:7])=[CH:4][C:3]=1[CH2:12][CH:13]([CH3:15])[CH3:14].C(Cl)Cl.C1(N([S:26]([C:29]([F:32])([F:31])[F:30])(=[O:28])=[O:27])[S:26]([C:29]([F:32])([F:31])[F:30])(=[O:28])=[O:27])C=CC=CC=1. (3) Given the product [CH:17]([C@H:3]1[C@@:2]([CH3:20])([OH:1])[CH2:6][CH2:5][NH:4]1)([CH3:19])[CH3:18], predict the reactants needed to synthesize it. The reactants are: [OH:1][C@@:2]1([CH3:20])[CH2:6][CH2:5][N:4](C(OCC2C=CC=CC=2)=O)[C@H:3]1[CH:17]([CH3:19])[CH3:18].